Dataset: Reaction yield outcomes from USPTO patents with 853,638 reactions. Task: Predict the reaction yield, written as a fraction of the theoretical maximum amount of product (1.0 means a 100% yield; for example, 0.34 means a 34% yield). (1) The reactants are C(=O)([O-])[O-].[Cs+].[Cs+].ClC1N=[C:12]([C:14](=[N:28][OH:29])[C:15]([F:27])([F:26])[C:16]2[CH:17]=[C:18]3[C:23](=[CH:24][CH:25]=2)[N:22]=[CH:21][CH:20]=[CH:19]3)[C:11](F)=[CH:10][CH:9]=1.[F:31][C:32]1[CH:33]=[C:34](B(O)O)[CH:35]=[C:36]([F:38])[CH:37]=1.[CH3:42][N:43](C=O)C. The catalyst is O.C1C=CC(P(C2C=CC=CC=2)[C-]2C=CC=C2)=CC=1.C1C=CC(P(C2C=CC=CC=2)[C-]2C=CC=C2)=CC=1.Cl[Pd]Cl.[Fe+2].C(Cl)Cl. The product is [F:31][C:32]1[CH:33]=[C:34]([C:10]2[CH:11]=[C:12]3[C:14]([C:15]([F:26])([F:27])[C:16]4[CH:17]=[C:18]5[C:23](=[CH:24][CH:25]=4)[N:22]=[CH:21][CH:20]=[CH:19]5)=[N:28][O:29][C:42]3=[N:43][CH:9]=2)[CH:35]=[C:36]([F:38])[CH:37]=1. The yield is 0.0900. (2) The reactants are C([O:3][C:4](=[O:33])[C:5]([O:8][C:9]1[CH:14]=[CH:13][C:12]([O:15][CH2:16][CH2:17][C:18]2[N:19]=[C:20]([C:24]3[CH:29]=[CH:28][CH:27]=[CH:26][CH:25]=3)[O:21][C:22]=2[CH3:23])=[CH:11][C:10]=1[CH2:30][O:31][CH3:32])([CH3:7])[CH3:6])C.[OH-].[Na+]. The catalyst is C(O)C. The product is [CH3:32][O:31][CH2:30][C:10]1[CH:11]=[C:12]([O:15][CH2:16][CH2:17][C:18]2[N:19]=[C:20]([C:24]3[CH:25]=[CH:26][CH:27]=[CH:28][CH:29]=3)[O:21][C:22]=2[CH3:23])[CH:13]=[CH:14][C:9]=1[O:8][C:5]([CH3:7])([CH3:6])[C:4]([OH:33])=[O:3]. The yield is 0.660.